Dataset: Peptide-MHC class II binding affinity with 134,281 pairs from IEDB. Task: Regression. Given a peptide amino acid sequence and an MHC pseudo amino acid sequence, predict their binding affinity value. This is MHC class II binding data. The peptide sequence is TLTYRMLEPTRVVNW. The MHC is HLA-DQA10501-DQB10302 with pseudo-sequence HLA-DQA10501-DQB10302. The binding affinity (normalized) is 0.323.